From a dataset of Forward reaction prediction with 1.9M reactions from USPTO patents (1976-2016). Predict the product of the given reaction. Given the reactants NC1C=C(C=CC=1C)C(N1CCC(C2C=CC(C#N)=CC=2)CC1)=O.[NH2:25][C:26]1[CH:27]=[C:28]([CH:32]=[CH:33][C:34]=1[CH3:35])[C:29]([OH:31])=O.Cl.[F:37][C:38]([F:52])([F:51])[C:39]1[CH:44]=[CH:43][C:42]([CH:45]2[CH2:50][CH2:49][NH:48][CH2:47][CH2:46]2)=[CH:41][CH:40]=1, predict the reaction product. The product is: [NH2:25][C:26]1[CH:27]=[C:28]([C:29]([N:48]2[CH2:49][CH2:50][CH:45]([C:42]3[CH:43]=[CH:44][C:39]([C:38]([F:37])([F:51])[F:52])=[CH:40][CH:41]=3)[CH2:46][CH2:47]2)=[O:31])[CH:32]=[CH:33][C:34]=1[CH3:35].